This data is from Peptide-MHC class II binding affinity with 134,281 pairs from IEDB. The task is: Regression. Given a peptide amino acid sequence and an MHC pseudo amino acid sequence, predict their binding affinity value. This is MHC class II binding data. (1) The peptide sequence is ESATILMTATPPGTS. The MHC is HLA-DQA10303-DQB10402 with pseudo-sequence HLA-DQA10303-DQB10402. The binding affinity (normalized) is 0.291. (2) The peptide sequence is TKWDNSFLEILYGY. The MHC is DRB1_1501 with pseudo-sequence DRB1_1501. The binding affinity (normalized) is 0.378.